From a dataset of Forward reaction prediction with 1.9M reactions from USPTO patents (1976-2016). Predict the product of the given reaction. Given the reactants [Br:1][C:2]1[CH:7]=[C:6]([OH:8])[CH:5]=[CH:4][N:3]=1.Br[CH:10]1[CH2:14][CH2:13][CH2:12][CH2:11]1.C(=O)([O-])[O-].[Cs+].[Cs+], predict the reaction product. The product is: [Br:1][C:2]1[CH:7]=[C:6]([O:8][CH:10]2[CH2:14][CH2:13][CH2:12][CH2:11]2)[CH:5]=[CH:4][N:3]=1.